Dataset: Reaction yield outcomes from USPTO patents with 853,638 reactions. Task: Predict the reaction yield, written as a fraction of the theoretical maximum amount of product (1.0 means a 100% yield; for example, 0.34 means a 34% yield). (1) The product is [Br:1][C:2]1[CH:21]=[C:20]2[C:5]([CH2:6][C:7]3([CH2:8][CH2:9][CH:10]([CH:13]([F:15])[F:14])[CH2:11][CH2:12]3)[C:16]2=[O:17])=[CH:4][CH:3]=1. The yield is 0.240. The reactants are [Br:1][C:2]1[CH:21]=[CH:20][C:5]([CH2:6][C:7]2([C:16](OC)=[O:17])[CH2:12][CH2:11][CH:10]([CH:13]([F:15])[F:14])[CH2:9][CH2:8]2)=[C:4](I)[CH:3]=1.N#N.C([Mg]Cl)(C)C.[Cl-].[Li+]. The catalyst is C1COCC1. (2) The reactants are C([O:5][C:6]([C@H:8]1[C@H:11]([CH2:12][CH3:13])[CH2:10][N:9]1[C:14](=[O:28])[C:15]1[CH:20]=[C:19]([CH2:21][CH2:22][CH3:23])[C:18]([O:24][CH3:25])=[C:17]([O:26][CH3:27])[CH:16]=1)=[O:7])(C)(C)C.C(O)(C(F)(F)F)=O. The catalyst is C(Cl)Cl. The product is [CH3:27][O:26][C:17]1[CH:16]=[C:15]([CH:20]=[C:19]([CH2:21][CH2:22][CH3:23])[C:18]=1[O:24][CH3:25])[C:14]([N:9]1[CH2:10][C@@H:11]([CH2:12][CH3:13])[C@@H:8]1[C:6]([OH:7])=[O:5])=[O:28]. The yield is 0.800. (3) The product is [NH:1]1[C:9]2[C:4](=[CH:5][CH:6]=[C:7]([C:10]([OH:12])=[O:11])[CH:8]=2)[CH:3]=[CH:2]1. The catalyst is CO.O. The reactants are [NH:1]1[C:9]2[C:4](=[CH:5][CH:6]=[C:7]([C:10]([O:12]C)=[O:11])[CH:8]=2)[CH:3]=[CH:2]1.[Li+].[OH-].Cl. The yield is 0.850. (4) The yield is 0.870. The reactants are [Br:1][C:2]1[CH:3]=[C:4]([CH2:9][OH:10])[CH:5]=[CH:6][C:7]=1[I:8].C([O-])(O)=O.[Na+].[Na+].[Br-].CC1(C)N([O])C(C)(C)CCC1.[O-]Cl.[Na+].CC(OI1(OC(C)=O)(OC(C)=O)OC(=O)C2C=CC=CC1=2)=O. The product is [Br:1][C:2]1[CH:3]=[C:4]([CH:5]=[CH:6][C:7]=1[I:8])[CH:9]=[O:10]. The catalyst is C(Cl)Cl.O.CCCCCCC.CCOC(C)=O. (5) The reactants are [Cl:1][C:2]1[C:3]([C:8]2[CH:9]=[C:10]3[C:14](=[C:15]([O:17][CH2:18][CH2:19][C:20]4[CH:25]=[CH:24][CH:23]=[CH:22][N:21]=4)[CH:16]=2)[NH:13][N:12]=[C:11]3[N:26]2[C:34](=[O:35])[C:33]3[C:28](=[CH:29][CH:30]=[CH:31][CH:32]=3)[C:27]2=[O:36])=[N:4][CH:5]=[CH:6][CH:7]=1.CN(C)C=O.[H-].[Na+].[CH3:44][O:45][CH2:46]Cl. The catalyst is O. The product is [Cl:1][C:2]1[C:3]([C:8]2[CH:9]=[C:10]3[C:14](=[C:15]([O:17][CH2:18][CH2:19][C:20]4[CH:25]=[CH:24][CH:23]=[CH:22][N:21]=4)[CH:16]=2)[N:13]([CH2:44][O:45][CH3:46])[N:12]=[C:11]3[N:26]2[C:27](=[O:36])[C:28]3[C:33](=[CH:32][CH:31]=[CH:30][CH:29]=3)[C:34]2=[O:35])=[N:4][CH:5]=[CH:6][CH:7]=1. The yield is 0.760.